Dataset: CYP1A2 inhibition data for predicting drug metabolism from PubChem BioAssay. Task: Regression/Classification. Given a drug SMILES string, predict its absorption, distribution, metabolism, or excretion properties. Task type varies by dataset: regression for continuous measurements (e.g., permeability, clearance, half-life) or binary classification for categorical outcomes (e.g., BBB penetration, CYP inhibition). Dataset: cyp1a2_veith. The drug is O=c1c(CCc2ccccc2)nc2cnc(N3CCNCC3)nc2n1Cc1cccs1. The result is 1 (inhibitor).